This data is from Forward reaction prediction with 1.9M reactions from USPTO patents (1976-2016). The task is: Predict the product of the given reaction. (1) Given the reactants [CH3:1][O:2][C:3]1[CH:8]=[CH:7][C:6]([C:9]2[CH:14]=[CH:13][C:12]([C:15]3[CH:16]=[CH:17][C:18]4[N:19]([CH:21]=[C:22]([CH3:24])[N:23]=4)[N:20]=3)=[CH:11][CH:10]=2)=[CH:5][CH:4]=1.[Br:25]N1C(=O)CCC1=O, predict the reaction product. The product is: [Br:25][C:21]1[N:19]2[N:20]=[C:15]([C:12]3[CH:11]=[CH:10][C:9]([C:6]4[CH:5]=[CH:4][C:3]([O:2][CH3:1])=[CH:8][CH:7]=4)=[CH:14][CH:13]=3)[CH:16]=[CH:17][C:18]2=[N:23][C:22]=1[CH3:24]. (2) Given the reactants [CH2:1]([C:3]1[CH:8]=[CH:7][C:6](O)=[CH:5][CH:4]=1)[CH3:2].[CH2:10]([O:12][CH:13]([CH2:19][C:20]1[CH:25]=[CH:24][C:23]([OH:26])=[CH:22][CH:21]=1)[C:14]([O:16][CH2:17][CH3:18])=[O:15])[CH3:11].N(C(N1CCCCC1)=O)=NC(N1CCC[CH2:33][CH2:32]1)=O.C1(P(C2C=CC=CC=2)C2C=CC=CC=2)C=CC=CC=1, predict the reaction product. The product is: [CH2:10]([O:12][CH:13]([CH2:19][C:20]1[CH:21]=[CH:22][C:23]([O:26][CH2:2][CH2:1][C:3]2[CH:8]=[CH:7][C:6]([CH2:32][CH3:33])=[CH:5][CH:4]=2)=[CH:24][CH:25]=1)[C:14]([O:16][CH2:17][CH3:18])=[O:15])[CH3:11]. (3) The product is: [CH3:1][N:2]1[C:3](=[O:18])[C:4]2[S:14][C:13]3[C:12](=[O:15])[N:11]([CH3:16])[C:10](=[O:17])[C:9]=3[S:8](=[O:20])[C:5]=2[C:6]1=[O:7]. Given the reactants [CH3:1][N:2]1[C:6](=[O:7])[C:5]2[S:8][C:9]3[C:10](=[O:17])[N:11]([CH3:16])[C:12](=[O:15])[C:13]=3[S:14][C:4]=2[C:3]1=[O:18].[N+]([O-])(O)=[O:20], predict the reaction product. (4) Given the reactants [C:1]([C:5]1[CH:10]=[CH:9][C:8]([S:11]([N:14]([CH2:22][C:23]([OH:25])=O)[C:15]2[CH:20]=[CH:19][C:18]([CH3:21])=[CH:17][CH:16]=2)(=[O:13])=[O:12])=[CH:7][CH:6]=1)([CH3:4])([CH3:3])[CH3:2].[CH2:26]([NH:28][C:29]1[CH:34]=[CH:33][CH:32]=[C:31]([CH2:35][NH:36][CH2:37][CH3:38])[N:30]=1)[CH3:27], predict the reaction product. The product is: [C:1]([C:5]1[CH:10]=[CH:9][C:8]([S:11]([N:14]([C:15]2[CH:16]=[CH:17][C:18]([CH3:21])=[CH:19][CH:20]=2)[CH2:22][C:23]([N:36]([CH2:37][CH3:38])[CH2:35][C:31]2[CH:32]=[CH:33][CH:34]=[C:29]([NH:28][CH2:26][CH3:27])[N:30]=2)=[O:25])(=[O:12])=[O:13])=[CH:7][CH:6]=1)([CH3:2])([CH3:4])[CH3:3].